From a dataset of Full USPTO retrosynthesis dataset with 1.9M reactions from patents (1976-2016). Predict the reactants needed to synthesize the given product. (1) Given the product [NH:3]1[C:4]2[CH:10]=[CH:9][CH:8]=[CH:7][C:5]=2[N:6]=[C:2]1[O:11][C:12]1[CH:13]=[CH:14][C:15]([N:18]2[C:22]3=[N:23][CH:24]=[CH:25][CH:26]=[C:21]3[C:20](=[O:27])[N:19]2[CH3:28])=[CH:16][CH:17]=1, predict the reactants needed to synthesize it. The reactants are: Cl[C:2]1[NH:6][C:5]2[CH:7]=[CH:8][CH:9]=[CH:10][C:4]=2[N:3]=1.[OH:11][C:12]1[CH:17]=[CH:16][C:15]([N:18]2[C:22]3=[N:23][CH:24]=[CH:25][CH:26]=[C:21]3[C:20](=[O:27])[N:19]2[CH3:28])=[CH:14][CH:13]=1.C(N(CC)CC)C. (2) Given the product [C:19]1(=[O:28])[N:7]([CH2:6][C:5]2[CH:8]=[CH:9][C:10]([O:11][CH3:12])=[C:3]([O:2][CH3:1])[CH:4]=2)[C:22](=[O:23])[C:21]2=[CH:24][CH:25]=[CH:26][CH:27]=[C:20]12, predict the reactants needed to synthesize it. The reactants are: [CH3:1][O:2][C:3]1[CH:4]=[C:5]([CH:8]=[CH:9][C:10]=1[O:11][CH3:12])[CH2:6][NH2:7].C(N1[C:22](=[O:23])[C:21]2=[CH:24][CH:25]=[CH:26][CH:27]=[C:20]2[C:19]1=[O:28])(OCC)=O. (3) Given the product [NH2:29][C:2]1[N:7]=[C:6]([N:8]([CH2:14][C:15]2[C:20]([CH3:21])=[C:19]([O:22][CH3:23])[C:18]([CH3:24])=[CH:17][N:16]=2)[CH2:9][C:10]([O:12][CH3:13])=[O:11])[C:5]([N+:25]([O-:27])=[O:26])=[C:4]([CH3:28])[N:3]=1, predict the reactants needed to synthesize it. The reactants are: Cl[C:2]1[N:7]=[C:6]([N:8]([CH2:14][C:15]2[C:20]([CH3:21])=[C:19]([O:22][CH3:23])[C:18]([CH3:24])=[CH:17][N:16]=2)[CH2:9][C:10]([O:12][CH3:13])=[O:11])[C:5]([N+:25]([O-:27])=[O:26])=[C:4]([CH3:28])[N:3]=1.[NH3:29]. (4) Given the product [NH2:30][C@H:24]1[CH2:25][CH2:26][CH2:27][CH2:28][CH2:29][C@H:23]1[NH:31][C:2]1[N:10]([CH2:11][C:12]2[CH:17]=[CH:16][CH:15]=[CH:14][C:13]=2[Cl:18])[C:9]2[C:8](=[O:19])[N:7]([CH3:20])[C:6](=[O:21])[N:5]([CH3:22])[C:4]=2[N:3]=1, predict the reactants needed to synthesize it. The reactants are: Cl[C:2]1[N:10]([CH2:11][C:12]2[CH:17]=[CH:16][CH:15]=[CH:14][C:13]=2[Cl:18])[C:9]2[C:8](=[O:19])[N:7]([CH3:20])[C:6](=[O:21])[N:5]([CH3:22])[C:4]=2[N:3]=1.[C@@H:23]1([NH2:31])[CH2:29][CH2:28][CH2:27][CH2:26][CH2:25][C@@H:24]1[NH2:30]. (5) Given the product [C:19]([C:5]1[C:4]2[CH2:3][C:2]([CH3:21])([CH3:1])[CH2:11][CH2:10][C:9]=2[C:8]([N:12]2[CH2:13][CH2:14][O:15][CH2:16][CH2:17]2)=[N:7][C:6]=1[O:18][CH2:29][C:30]([O:32][CH2:33][CH3:34])=[O:31])#[N:20], predict the reactants needed to synthesize it. The reactants are: [CH3:1][C:2]1([CH3:21])[CH2:11][CH2:10][C:9]2[C:4](=[C:5]([C:19]#[N:20])[C:6](=[O:18])[NH:7][C:8]=2[N:12]2[CH2:17][CH2:16][O:15][CH2:14][CH2:13]2)[CH2:3]1.C(=O)([O-])[O-].[K+].[K+].Br[CH2:29][C:30]([O:32][CH2:33][CH3:34])=[O:31].